This data is from Catalyst prediction with 721,799 reactions and 888 catalyst types from USPTO. The task is: Predict which catalyst facilitates the given reaction. (1) Reactant: Cl.[CH3:2][N:3](C)[CH2:4]CCN=C=NCC.[C:13]([NH:16][C:17]1[CH:25]=[CH:24][C:20]([C:21]([OH:23])=O)=[CH:19][CH:18]=1)(=[O:15])[CH3:14].C(N(CC)CC)C.ON1C2C=CC=CC=2N=N1.CN[C:45]1[CH:46]=[C:47]([C:51]2[CH:56]=[CH:55][C:54]([CH:57](C)[CH:58]3[S:62][C:61](=[O:63])[NH:60][C:59]3=[O:64])=[CH:53][CH:52]=2)[CH:48]=[CH:49][CH:50]=1. Product: [C:13]([NH:16][C:17]1[CH:18]=[CH:19][C:20]([C:21]([N:3]([CH2:4][C:45]2[CH:46]=[C:47]([C:51]3[CH:52]=[CH:53][C:54]([CH2:57][CH:58]4[S:62][C:61](=[O:63])[NH:60][C:59]4=[O:64])=[CH:55][CH:56]=3)[CH:48]=[CH:49][CH:50]=2)[CH3:2])=[O:23])=[CH:24][CH:25]=1)(=[O:15])[CH3:14]. The catalyst class is: 4. (2) Reactant: [CH3:1][Mg]Cl.[CH2:4]([C:6]1[C:14]2[C:9](=[CH:10][C:11]([C:15](N(OC)C)=[O:16])=[CH:12][CH:13]=2)[N:8]([CH2:21][O:22][CH2:23][CH2:24][Si:25]([CH3:28])([CH3:27])[CH3:26])[N:7]=1)[CH3:5]. Product: [CH2:4]([C:6]1[C:14]2[C:9](=[CH:10][C:11]([C:15](=[O:16])[CH3:1])=[CH:12][CH:13]=2)[N:8]([CH2:21][O:22][CH2:23][CH2:24][Si:25]([CH3:26])([CH3:27])[CH3:28])[N:7]=1)[CH3:5]. The catalyst class is: 7. (3) Reactant: [CH2:1]([C:12]1[CH:20]=[CH:19][C:15]([N:16]([CH3:18])[CH3:17])=[CH:14][C:13]=1Br)[C:2]1[CH:10]=[CH:9][C:5]([N:6]([CH3:8])[CH3:7])=[CH:4][C:3]=1Br.[Li]C(CC)C.[Si:27]([CH3:31])([CH3:30])(Cl)Cl.C1(Cl)C(=O)C(Cl)=C(Cl)C(=[O:35])C=1Cl.C(=O)(O)[O-].C([NH+](CC)CC)C. Product: [CH3:7][N:6]([CH3:8])[C:5]1[CH:9]=[CH:10][C:2]2[C:1](=[O:35])[C:12]3[C:13]([Si:27]([CH3:31])([CH3:30])[C:3]=2[CH:4]=1)=[CH:14][C:15]([N:16]([CH3:18])[CH3:17])=[CH:19][CH:20]=3. The catalyst class is: 1. (4) Reactant: [N+:1]([C:4]1[CH:9]=[C:8]([N+:10]([O-])=O)[CH:7]=[CH:6][C:5]=1[CH:13](O)[C:14](=[CH2:19])[C:15](OC)=[O:16])([O-])=O. Product: [NH2:10][C:8]1[CH:9]=[C:4]2[C:5]([CH:13]=[C:14]([CH3:19])[C:15](=[O:16])[NH:1]2)=[CH:6][CH:7]=1. The catalyst class is: 29. (5) Reactant: [CH3:1][C:2]1([CH3:24])[C:6]([C:7]2[CH:12]=[C:11]([CH2:13][OH:14])[CH:10]=[CH:9][C:8]=2[C:15]2[CH:20]=[C:19]([O:21][CH3:22])[CH:18]=[CH:17][C:16]=2[F:23])=[CH:5][CH2:4][CH2:3]1.[H-].[Na+].[Br:27][C:28]1[CH:33]=[CH:32][N:31]=[C:30](F)[CH:29]=1. Product: [Br:27][C:28]1[CH:33]=[CH:32][N:31]=[C:30]([O:14][CH2:13][C:11]2[CH:10]=[CH:9][C:8]([C:15]3[CH:20]=[C:19]([O:21][CH3:22])[CH:18]=[CH:17][C:16]=3[F:23])=[C:7]([C:6]3[C:2]([CH3:24])([CH3:1])[CH2:3][CH2:4][CH:5]=3)[CH:12]=2)[CH:29]=1. The catalyst class is: 18. (6) Reactant: [CH2:1]([O:3][C:4]([C:6]1([NH:15][C:16](=[O:25])[C:17]2[CH:22]=[CH:21][CH:20]=[C:19]([Cl:23])[C:18]=2[OH:24])[CH2:14][C:13]2[C:8](=[CH:9][CH:10]=[CH:11][CH:12]=2)[CH2:7]1)=[O:5])[CH3:2].C([O-])([O-])=O.[Cs+].[Cs+].Br[CH2:33][CH:34]=[CH2:35]. Product: [CH2:1]([O:3][C:4]([C:6]1([NH:15][C:16](=[O:25])[C:17]2[CH:22]=[CH:21][CH:20]=[C:19]([Cl:23])[C:18]=2[O:24][CH2:35][CH:34]=[CH2:33])[CH2:7][C:8]2[C:13](=[CH:12][CH:11]=[CH:10][CH:9]=2)[CH2:14]1)=[O:5])[CH3:2]. The catalyst class is: 3. (7) Reactant: [F:1][C:2]1[CH:7]=[CH:6][C:5]([Mg]Br)=[CH:4][CH:3]=1.C([O:12][C:13](=O)[NH:14][C:15]1[CH:20]=[CH:19][CH:18]=[CH:17][C:16]=1[C:21]#[N:22])C.[Cl-].[NH4+].O. Product: [F:1][C:2]1[CH:7]=[CH:6][C:5]([C:21]2[C:16]3[C:15](=[CH:20][CH:19]=[CH:18][CH:17]=3)[NH:14][C:13](=[O:12])[N:22]=2)=[CH:4][CH:3]=1. The catalyst class is: 7. (8) Reactant: [Cl:1][C:2]1[C:3]2[CH:10]=[CH:9][NH:8][C:4]=2[N:5]=[CH:6][N:7]=1.[Br:11]NC(=O)C. Product: [Br:11][C:10]1[C:3]2[C:2]([Cl:1])=[N:7][CH:6]=[N:5][C:4]=2[NH:8][CH:9]=1. The catalyst class is: 2. (9) Reactant: [F:1][C:2]1[CH:19]=[CH:18][C:17]([N+:20]([O-:22])=[O:21])=[CH:16][C:3]=1[CH2:4]OS(C1C=CC(C)=CC=1)(=O)=O.[NH:23]1[CH2:27][CH2:26][CH2:25][CH2:24]1. Product: [F:1][C:2]1[CH:19]=[CH:18][C:17]([N+:20]([O-:22])=[O:21])=[CH:16][C:3]=1[CH2:4][N:23]1[CH2:27][CH2:26][CH2:25][CH2:24]1. The catalyst class is: 12. (10) Reactant: [SH:1][C:2]1[CH:7]=[CH:6][C:5]([CH2:8][C:9]([OH:11])=[O:10])=[CH:4][CH:3]=1.Cl[C:13]([C:26]1[CH:31]=[CH:30][CH:29]=[CH:28][CH:27]=1)([C:20]1[CH:25]=[CH:24][CH:23]=[CH:22][CH:21]=1)[C:14]1[CH:19]=[CH:18][CH:17]=[CH:16][CH:15]=1. Product: [C:14]1([C:13]([C:20]2[CH:21]=[CH:22][CH:23]=[CH:24][CH:25]=2)([C:26]2[CH:27]=[CH:28][CH:29]=[CH:30][CH:31]=2)[S:1][C:2]2[CH:3]=[CH:4][C:5]([CH2:8][C:9]([OH:11])=[O:10])=[CH:6][CH:7]=2)[CH:15]=[CH:16][CH:17]=[CH:18][CH:19]=1. The catalyst class is: 4.